From a dataset of NCI-60 drug combinations with 297,098 pairs across 59 cell lines. Regression. Given two drug SMILES strings and cell line genomic features, predict the synergy score measuring deviation from expected non-interaction effect. (1) Drug 2: CC1=C(C(=CC=C1)Cl)NC(=O)C2=CN=C(S2)NC3=CC(=NC(=N3)C)N4CCN(CC4)CCO. Synergy scores: CSS=14.8, Synergy_ZIP=-2.73, Synergy_Bliss=4.35, Synergy_Loewe=0.542, Synergy_HSA=2.41. Cell line: U251. Drug 1: C1CCN(CC1)CCOC2=CC=C(C=C2)C(=O)C3=C(SC4=C3C=CC(=C4)O)C5=CC=C(C=C5)O. (2) Drug 1: CC1=C2C(C(=O)C3(C(CC4C(C3C(C(C2(C)C)(CC1OC(=O)C(C(C5=CC=CC=C5)NC(=O)OC(C)(C)C)O)O)OC(=O)C6=CC=CC=C6)(CO4)OC(=O)C)OC)C)OC. Drug 2: CCN(CC)CCCC(C)NC1=C2C=C(C=CC2=NC3=C1C=CC(=C3)Cl)OC. Cell line: HCT116. Synergy scores: CSS=61.5, Synergy_ZIP=-5.19, Synergy_Bliss=-11.1, Synergy_Loewe=-14.1, Synergy_HSA=-7.45. (3) Drug 1: CN(C)N=NC1=C(NC=N1)C(=O)N. Synergy scores: CSS=19.8, Synergy_ZIP=0.829, Synergy_Bliss=5.36, Synergy_Loewe=-15.1, Synergy_HSA=2.28. Drug 2: CC1=C2C(C(=O)C3(C(CC4C(C3C(C(C2(C)C)(CC1OC(=O)C(C(C5=CC=CC=C5)NC(=O)C6=CC=CC=C6)O)O)OC(=O)C7=CC=CC=C7)(CO4)OC(=O)C)O)C)OC(=O)C. Cell line: HOP-62. (4) Drug 1: C1C(C(OC1N2C=NC3=C(N=C(N=C32)Cl)N)CO)O. Drug 2: C1CCC(C(C1)N)N.C(=O)(C(=O)[O-])[O-].[Pt+4]. Cell line: OVCAR3. Synergy scores: CSS=25.5, Synergy_ZIP=-3.30, Synergy_Bliss=3.81, Synergy_Loewe=-2.00, Synergy_HSA=4.29. (5) Drug 1: CCN(CC)CCNC(=O)C1=C(NC(=C1C)C=C2C3=C(C=CC(=C3)F)NC2=O)C. Drug 2: CC12CCC3C(C1CCC2O)C(CC4=C3C=CC(=C4)O)CCCCCCCCCS(=O)CCCC(C(F)(F)F)(F)F. Cell line: NCI-H322M. Synergy scores: CSS=2.79, Synergy_ZIP=-1.68, Synergy_Bliss=1.50, Synergy_Loewe=1.31, Synergy_HSA=1.29. (6) Drug 1: CN(CC1=CN=C2C(=N1)C(=NC(=N2)N)N)C3=CC=C(C=C3)C(=O)NC(CCC(=O)O)C(=O)O. Drug 2: COC1=C2C(=CC3=C1OC=C3)C=CC(=O)O2. Cell line: NCI-H226. Synergy scores: CSS=22.1, Synergy_ZIP=-4.65, Synergy_Bliss=0.499, Synergy_Loewe=-23.2, Synergy_HSA=-3.24.